This data is from Reaction yield outcomes from USPTO patents with 853,638 reactions. The task is: Predict the reaction yield, written as a fraction of the theoretical maximum amount of product (1.0 means a 100% yield; for example, 0.34 means a 34% yield). The reactants are [OH-].[Na+].C[O:4][C:5](=[O:40])[CH2:6][C:7]1[CH:8]=[N:9][CH:10]=[C:11]([C:13]2[CH:18]=[CH:17][C:16]([C:19]([CH2:37][CH3:38])([C:22]3[CH:27]=[CH:26][C:25]([C:28]#[C:29][C:30]4([OH:35])[CH2:34][CH2:33][CH2:32][CH2:31]4)=[C:24]([CH3:36])[CH:23]=3)[CH2:20][CH3:21])=[CH:15][C:14]=2[CH3:39])[CH:12]=1.[Cl-].[NH4+]. The catalyst is CO. The product is [CH2:20]([C:19]([C:16]1[CH:17]=[CH:18][C:13]([C:11]2[CH:12]=[C:7]([CH2:6][C:5]([OH:40])=[O:4])[CH:8]=[N:9][CH:10]=2)=[C:14]([CH3:39])[CH:15]=1)([C:22]1[CH:27]=[CH:26][C:25]([C:28]#[C:29][C:30]2([OH:35])[CH2:31][CH2:32][CH2:33][CH2:34]2)=[C:24]([CH3:36])[CH:23]=1)[CH2:37][CH3:38])[CH3:21]. The yield is 0.640.